The task is: Predict the product of the given reaction.. This data is from Forward reaction prediction with 1.9M reactions from USPTO patents (1976-2016). (1) Given the reactants [NH:1]1[C:5]2=[N:6][CH:7]=[N:8][CH:9]=[C:4]2[C:3]([C:10]#[N:11])=[N:2]1.N[NH:13][C:14]([NH2:16])=[S:15].[NH4+].[OH-], predict the reaction product. The product is: [NH:1]1[C:5]2=[N:6][CH:7]=[N:8][CH:9]=[C:4]2[C:3]([C:10]2[S:15][C:14]([NH2:16])=[N:13][N:11]=2)=[N:2]1. (2) Given the reactants C([O:4][C@H:5]1[CH2:10][CH2:9][C@@:8]([C@H:12]2[CH2:20][CH2:19][C@@:18]3([CH3:21])[C@@H:14]([CH2:15][CH2:16][C:17]3=[CH2:22])[C@@H:13]2[CH2:23][NH2:24])([CH3:11])[C@@H:7]([CH2:25][OH:26])[CH2:6]1)(=O)C.[CH3:27][C:28]([CH3:33])([CH3:32])[C:29](Cl)=[O:30].[OH-].[Na+], predict the reaction product. The product is: [OH:4][C@H:5]1[CH2:10][CH2:9][C@@:8]([C@H:12]2[CH2:20][CH2:19][C@@:18]3([CH3:21])[C@@H:14]([CH2:15][CH2:16][C:17]3=[CH2:22])[C@@H:13]2[CH2:23][NH:24][C:29](=[O:30])[C:28]([CH3:33])([CH3:32])[CH3:27])([CH3:11])[C@@H:7]([CH2:25][OH:26])[CH2:6]1. (3) Given the reactants C(OC([N:8]1[C:16]2[C:11](=[CH:12][C:13]([NH:17][C:18]([CH:20]3[CH2:24][CH2:23][N:22]([CH2:25][C:26](=[O:45])[N:27]4[CH2:32][CH2:31][N:30]([C:33]5[CH:38]=[CH:37][C:36]([C:39]6[N:44]=[CH:43][CH:42]=[CH:41][N:40]=6)=[CH:35][CH:34]=5)[CH2:29][CH2:28]4)[CH2:21]3)=[O:19])=[CH:14][CH:15]=2)[C:10]([NH:46][C:47](=[O:49])[CH3:48])=[N:9]1)=O)(C)(C)C.C(O)(C(F)(F)F)=O, predict the reaction product. The product is: [C:47]([NH:46][C:10]1[C:11]2[C:16](=[CH:15][CH:14]=[C:13]([NH:17][C:18]([CH:20]3[CH2:24][CH2:23][N:22]([CH2:25][C:26](=[O:45])[N:27]4[CH2:28][CH2:29][N:30]([C:33]5[CH:38]=[CH:37][C:36]([C:39]6[N:44]=[CH:43][CH:42]=[CH:41][N:40]=6)=[CH:35][CH:34]=5)[CH2:31][CH2:32]4)[CH2:21]3)=[O:19])[CH:12]=2)[NH:8][N:9]=1)(=[O:49])[CH3:48]. (4) Given the reactants [CH2:1]([O:3][C:4]1[CH:27]=[CH:26][C:7](/[CH:8]=[C:9]2/[C:10](=[O:25])[N:11]([CH2:15][C:16]3[CH:21]=[CH:20][C:19]([N+:22]([O-])=O)=[CH:18][CH:17]=3)[C:12](=[O:14])[S:13]/2)=[CH:6][CH:5]=1)[CH3:2].[Sn](Cl)Cl, predict the reaction product. The product is: [NH2:22][C:19]1[CH:20]=[CH:21][C:16]([CH2:15][N:11]2[C:10](=[O:25])/[C:9](=[CH:8]/[C:7]3[CH:26]=[CH:27][C:4]([O:3][CH2:1][CH3:2])=[CH:5][CH:6]=3)/[S:13][C:12]2=[O:14])=[CH:17][CH:18]=1.